From a dataset of Reaction yield outcomes from USPTO patents with 853,638 reactions. Predict the reaction yield, written as a fraction of the theoretical maximum amount of product (1.0 means a 100% yield; for example, 0.34 means a 34% yield). (1) The reactants are O.[NH2:2][C:3]1[CH:8]=[CH:7][CH:6]=[CH:5][C:4]=1[OH:9].[OH:10][C:11]1[CH:19]=[CH:18][C:14]([C:15](O)=O)=[CH:13][CH:12]=1.B(O)(O)O. The catalyst is ClC1C=CC=CC=1Cl. The product is [O:9]1[C:4]2[CH:5]=[CH:6][CH:7]=[CH:8][C:3]=2[N:2]=[C:15]1[C:14]1[CH:18]=[CH:19][C:11]([OH:10])=[CH:12][CH:13]=1. The yield is 0.990. (2) The reactants are [CH2:1]([NH:8][C:9]([N:11]1[CH:21]2[N:15]([N:16]([CH3:49])[C@@H:17]([CH2:34][C:35]3[CH:40]=[CH:39][C:38]([O:41]CC4C=CC=CC=4)=[CH:37][CH:36]=3)[C:18](=[O:33])[N:19]([CH2:22][C:23]3[C:32]4[C:27](=[CH:28][CH:29]=[CH:30][CH:31]=4)[CH:26]=[CH:25][CH:24]=3)[CH2:20]2)[C:14](=[O:50])[CH2:13][CH2:12]1)=[O:10])[C:2]1[CH:7]=[CH:6][CH:5]=[CH:4][CH:3]=1.CCOCC.CCCCCC. The catalyst is C(O)(=O)C.Br. The product is [CH2:1]([NH:8][C:9]([N:11]1[CH:21]2[N:15]([N:16]([CH3:49])[C@@H:17]([CH2:34][C:35]3[CH:36]=[CH:37][C:38]([OH:41])=[CH:39][CH:40]=3)[C:18](=[O:33])[N:19]([CH2:22][C:23]3[C:32]4[C:27](=[CH:28][CH:29]=[CH:30][CH:31]=4)[CH:26]=[CH:25][CH:24]=3)[CH2:20]2)[C:14](=[O:50])[CH2:13][CH2:12]1)=[O:10])[C:2]1[CH:7]=[CH:6][CH:5]=[CH:4][CH:3]=1. The yield is 0.250. (3) The reactants are [C:1]([C:4]1[CH:5]=[C:6]2[C:11](=[O:12])[O:10][C:8](=O)[C:7]2=[CH:13][CH:14]=1)([OH:3])=[O:2].[NH2:15][CH2:16][CH2:17][CH2:18][C:19]([OH:21])=[O:20]. No catalyst specified. The product is [C:1]([C:4]1[CH:5]=[C:6]2[C:11](=[O:12])[N:15]([CH2:16][CH2:17][CH2:18][C:19]([OH:21])=[O:20])[C:8](=[O:10])[C:7]2=[CH:13][CH:14]=1)([OH:3])=[O:2]. The yield is 0.760. (4) The reactants are [CH3:1][C:2]([CH3:22])([CH3:21])[C:3]#[C:4][C:5]1[CH:10]=[C:9]([N+:11]([O-:13])=[O:12])[C:8]([F:14])=[CH:7][C:6]=1[NH:15]C(=O)CCC.CCCC[N+](CCCC)(CCCC)CCCC.[F-].O. The catalyst is CN(C=O)C. The product is [C:2]([C:3]1[NH:15][C:6]2[C:5]([CH:4]=1)=[CH:10][C:9]([N+:11]([O-:13])=[O:12])=[C:8]([F:14])[CH:7]=2)([CH3:22])([CH3:21])[CH3:1]. The yield is 0.650. (5) The reactants are [C:1]([OH:5])(=[O:4])[CH:2]=[CH2:3].Cl.C(N(CC)CC)C.[C:18]1([CH:21]=[CH:20][C:18]([OH:19])=[CH:21][CH:20]=1)[OH:19].C1OC1CO.[C:27](OC)([O:31]C)([O:29][CH3:30])[CH3:28]. No catalyst specified. The product is [C:1]([O:5][CH2:21][CH:20]1[CH2:18][O:19][C:27]([O:29][CH3:30])([CH3:28])[O:31]1)(=[O:4])[CH:2]=[CH2:3]. The yield is 0.850. (6) The reactants are [CH3:1][CH:2]([N:4]1[C:12]([CH:13]=[CH:14][CH:15]([OH:27])[CH2:16][CH:17]([OH:26])[CH2:18][C:19]([O:21]C(C)(C)C)=[O:20])=[C:11]([C:28]2[CH:33]=[CH:32][C:31]([F:34])=[CH:30][CH:29]=2)[C:10]2[C:5]1=[CH:6][CH:7]=[CH:8][CH:9]=2)[CH3:3].CO.[OH-].[Na+:38]. The catalyst is O. The product is [CH3:3][CH:2]([N:4]1[C:12](/[CH:13]=[CH:14]/[CH:15]([OH:27])[CH2:16][CH:17]([OH:26])[CH2:18][C:19]([O-:21])=[O:20])=[C:11]([C:28]2[CH:29]=[CH:30][C:31]([F:34])=[CH:32][CH:33]=2)[C:10]2[CH:9]=[CH:8][CH:7]=[CH:6][C:5]1=2)[CH3:1].[Na+:38]. The yield is 0.286. (7) The catalyst is ClCCl.CN(C)C1C=CN=CC=1. The yield is 0.680. The product is [CH3:24][C:14]1[CH:19]=[CH:18][C:17]([S:20]([O:13][CH2:12][CH:9]2[CH2:8][C:7]3[CH:6]=[CH:5][CH:4]=[C:3]([O:2][CH3:1])[C:11]=3[O:10]2)(=[O:22])=[O:21])=[CH:16][CH:15]=1. The reactants are [CH3:1][O:2][C:3]1[C:11]2[O:10][CH:9]([CH2:12][OH:13])[CH2:8][C:7]=2[CH:6]=[CH:5][CH:4]=1.[C:14]1([CH3:24])[CH:19]=[CH:18][C:17]([S:20](Cl)(=[O:22])=[O:21])=[CH:16][CH:15]=1.C(N(CC)CC)C. (8) The reactants are C(O)(=O)C.[CH3:5][C@H:6]1[CH2:11][NH:10][C@H:9]([CH3:12])[CH2:8][N:7]1[C@@H:13]([C:27]1[CH:32]=[CH:31][CH:30]=[C:29]([OH:33])[CH:28]=1)[C:14]1[CH:26]=[CH:25][C:17]([C:18]([N:20]([CH2:23][CH3:24])[CH2:21][CH3:22])=[O:19])=[CH:16][CH:15]=1.[F:34][C:35]1[CH:36]=[C:37]([CH:40]=[CH:41][CH:42]=1)[CH:38]=O.C(O[BH-](OC(=O)C)OC(=O)C)(=O)C.[Na+]. The catalyst is O1CCCC1.C(OCC)(=O)C. The product is [CH3:5][C@H:6]1[CH2:11][N:10]([CH2:38][C:37]2[CH:40]=[CH:41][CH:42]=[C:35]([F:34])[CH:36]=2)[C@H:9]([CH3:12])[CH2:8][N:7]1[C@@H:13]([C:27]1[CH:32]=[CH:31][CH:30]=[C:29]([OH:33])[CH:28]=1)[C:14]1[CH:26]=[CH:25][C:17]([C:18]([N:20]([CH2:23][CH3:24])[CH2:21][CH3:22])=[O:19])=[CH:16][CH:15]=1. The yield is 0.823.